From a dataset of Catalyst prediction with 721,799 reactions and 888 catalyst types from USPTO. Predict which catalyst facilitates the given reaction. (1) Reactant: Cl.[C:2](=N)(OCC)[C:3]1[CH:8]=[CH:7][CH:6]=[CH:5][CH:4]=1.[O-]CC.[Na+].[CH3:17][C:18]1[O:22][N:21]=[C:20]([C:23]2[CH:28]=[CH:27][CH:26]=[CH:25][CH:24]=2)[C:19]=1[C:29]([NH:31][NH2:32])=[O:30]. Product: [CH3:17][C:18]1[O:22][N:21]=[C:20]([C:23]2[CH:28]=[CH:27][CH:26]=[CH:25][CH:24]=2)[C:19]=1[C:29]1[O:30][C:2]([C:3]2[CH:8]=[CH:7][CH:6]=[CH:5][CH:4]=2)=[N:32][N:31]=1. The catalyst class is: 714. (2) Reactant: [Cl-].[C:2]([C:4]1([C:10]([O:12][CH3:13])=[O:11])[CH2:9][CH2:8][NH2+:7][CH2:6][CH2:5]1)#[N:3].C(N(CC)CC)C.[F:21][CH:22]([F:35])[C:23]1[CH:27]=[C:26]([CH:28]([F:30])[F:29])[N:25]([CH2:31][C:32](Cl)=[O:33])[N:24]=1.O. Product: [F:35][CH:22]([F:21])[C:23]1[CH:27]=[C:26]([CH:28]([F:30])[F:29])[N:25]([CH2:31][C:32]([N:7]2[CH2:8][CH2:9][C:4]([C:2]#[N:3])([C:10]([O:12][CH3:13])=[O:11])[CH2:5][CH2:6]2)=[O:33])[N:24]=1. The catalyst class is: 4. (3) Reactant: [CH3:1][C:2]1([C:17]([OH:19])=O)[CH2:7][CH2:6][CH2:5][N:4]([C:8]2[CH:13]=[CH:12][C:11]([N+:14]([O-:16])=[O:15])=[CH:10][CH:9]=2)[CH2:3]1.CC[N:22](CC)CC.C(Cl)(=O)OCC(C)C.[OH-].[NH4+]. Product: [CH3:1][C:2]1([C:17]([NH2:22])=[O:19])[CH2:7][CH2:6][CH2:5][N:4]([C:8]2[CH:13]=[CH:12][C:11]([N+:14]([O-:16])=[O:15])=[CH:10][CH:9]=2)[CH2:3]1. The catalyst class is: 1.